From a dataset of Reaction yield outcomes from USPTO patents with 853,638 reactions. Predict the reaction yield, written as a fraction of the theoretical maximum amount of product (1.0 means a 100% yield; for example, 0.34 means a 34% yield). (1) The reactants are Br[C:2]1[CH:3]=[CH:4][C:5]([N:10]2[CH2:14][CH2:13][CH:12]([OH:15])[CH2:11]2)=[N:6][C:7]=1[O:8][CH3:9].[Cl:16][C:17]1[CH:25]=[C:24]2[C:20]([C:21]([C:26]([O:28][CH3:29])=[O:27])=[CH:22][NH:23]2)=[CH:19][C:18]=1B1OCC(C)(C)CO1.C(=O)([O-])[O-].[K+].[K+]. The catalyst is C1C=CC(P(C2C=CC=CC=2)[C-]2C=CC=C2)=CC=1.C1C=CC(P(C2C=CC=CC=2)[C-]2C=CC=C2)=CC=1.Cl[Pd]Cl.[Fe+2].C1(C)C=CC=CC=1.C(O)C. The product is [Cl:16][C:17]1[CH:25]=[C:24]2[C:20]([C:21]([C:26]([O:28][CH3:29])=[O:27])=[CH:22][NH:23]2)=[CH:19][C:18]=1[C:2]1[C:7]([O:8][CH3:9])=[N:6][C:5]([N:10]2[CH2:14][CH2:13][CH:12]([OH:15])[CH2:11]2)=[CH:4][CH:3]=1. The yield is 0.357. (2) The reactants are [CH3:1][O:2][CH2:3][O:4][C:5]1[CH:10]=[CH:9][C:8](/[C:11](=[C:17](\[C:20]2[CH:25]=[CH:24][CH:23]=[CH:22][C:21]=2[CH3:26])/[CH2:18][CH3:19])/[C:12]([O:14]CC)=[O:13])=[CH:7][CH:6]=1.[OH-].[Na+].Cl. The catalyst is CO. The product is [CH3:1][O:2][CH2:3][O:4][C:5]1[CH:6]=[CH:7][C:8](/[C:11](=[C:17](\[C:20]2[CH:25]=[CH:24][CH:23]=[CH:22][C:21]=2[CH3:26])/[CH2:18][CH3:19])/[C:12]([OH:14])=[O:13])=[CH:9][CH:10]=1. The yield is 0.790. (3) The reactants are C(OC(=O)[NH:10][CH2:11][CH2:12][CH2:13][CH2:14][C:15]1[CH:20]=[CH:19][C:18]([O:21][CH2:22][C:23](=[O:27])[N:24]([CH3:26])[CH3:25])=[CH:17][CH:16]=1)C1C=CC=CC=1. The product is [NH2:10][CH2:11][CH2:12][CH2:13][CH2:14][C:15]1[CH:20]=[CH:19][C:18]([O:21][CH2:22][C:23]([N:24]([CH3:25])[CH3:26])=[O:27])=[CH:17][CH:16]=1. The yield is 0.600. The catalyst is C(O)C.[Pd].